This data is from Full USPTO retrosynthesis dataset with 1.9M reactions from patents (1976-2016). The task is: Predict the reactants needed to synthesize the given product. (1) Given the product [C:1]([O:5][C:6]([N:8]1[CH2:9][C@@H:10]([O:48][CH2:49][C@H:50]2[CH2:51][O:52]2)[C@H:11]([C:28]2[CH:33]=[CH:32][C:31]([O:34][CH2:35][CH2:36][CH2:37][O:38][C:39]3[CH:44]=[CH:43][CH:42]=[CH:41][C:40]=3[N+:45]([O-:47])=[O:46])=[CH:30][CH:29]=2)[C@@H:12]([O:14][CH2:15][C:16]2[CH:25]=[C:24]([O:26][CH3:27])[C:23]3[C:18](=[CH:19][CH:20]=[CH:21][CH:22]=3)[CH:17]=2)[CH2:13]1)=[O:7])([CH3:3])([CH3:4])[CH3:2], predict the reactants needed to synthesize it. The reactants are: [C:1]([O:5][C:6]([N:8]1[CH2:13][C@H:12]([O:14][CH2:15][C:16]2[CH:25]=[C:24]([O:26][CH3:27])[C:23]3[C:18](=[CH:19][CH:20]=[CH:21][CH:22]=3)[CH:17]=2)[C@@H:11]([C:28]2[CH:33]=[CH:32][C:31]([O:34][CH2:35][CH2:36][CH2:37][O:38][C:39]3[CH:44]=[CH:43][CH:42]=[CH:41][C:40]=3[N+:45]([O-:47])=[O:46])=[CH:30][CH:29]=2)[C@H:10]([O:48][CH2:49][C@H:50](O)[CH2:51][O:52]S(C2C=CC(C)=CC=2)(=O)=O)[CH2:9]1)=[O:7])([CH3:4])([CH3:3])[CH3:2].[OH-].[Na+]. (2) Given the product [Cl:8][C:9]1[CH:14]=[C:13]([Cl:15])[CH:12]=[CH:11][C:10]=1[C@H:16]([N:18]1[C:22]2[CH:23]=[C:24]([N:27]3[CH2:28][CH2:29][N:30]([C:33]([C@H:35]4[CH2:39][CH2:38][CH2:37][NH:36]4)=[O:34])[CH2:31][CH2:32]3)[CH:25]=[CH:26][C:21]=2[N:20]=[CH:19]1)[CH3:17], predict the reactants needed to synthesize it. The reactants are: FC(F)(F)C(O)=O.[Cl:8][C:9]1[CH:14]=[C:13]([Cl:15])[CH:12]=[CH:11][C:10]=1[C@H:16]([N:18]1[C:22]2[CH:23]=[C:24]([N:27]3[CH2:32][CH2:31][N:30]([C:33]([C@H:35]4[CH2:39][CH2:38][CH2:37][N:36]4C(OC(C)(C)C)=O)=[O:34])[CH2:29][CH2:28]3)[CH:25]=[CH:26][C:21]=2[N:20]=[CH:19]1)[CH3:17]. (3) Given the product [CH3:71][N:72]([CH3:80])[C@@H:73]([CH:74]([CH3:76])[CH3:75])[C:62]([NH:61][C@@H:57]([CH:58]([CH3:59])[CH3:60])[C:56]([N:55]([C@@H:50]([C@@H:51]([CH3:54])[CH2:52][CH3:53])[C@H:3]([O:2][CH3:1])[CH2:4][C:5]([N:7]1[CH2:11][CH2:10][CH2:9][C@H:8]1[C@H:12]([O:48][CH3:49])[C@@H:13]([CH3:47])[C:14](=[O:46])[NH:15][C@@H:16]([CH2:39][C:40]1[CH:41]=[CH:42][CH:43]=[CH:44][CH:45]=1)[C:17](=[O:38])[NH:18][S:19]([C:22]1[CH:23]=[CH:24][C:25]([C:28]2([NH:31][C:32](=[O:37])[C:33]([F:35])([F:34])[F:36])[CH2:29][CH2:30]2)=[CH:26][CH:27]=1)(=[O:21])=[O:20])=[O:6])[CH3:70])=[O:69])=[O:63], predict the reactants needed to synthesize it. The reactants are: [CH3:1][O:2][C@@H:3]([C@@H:50]([N:55]([CH3:70])[C:56](=[O:69])[C@@H:57]([NH:61][C:62](=O)[O:63]C(C)(C)C)[CH:58]([CH3:60])[CH3:59])[C@@H:51]([CH3:54])[CH2:52][CH3:53])[CH2:4][C:5]([N:7]1[CH2:11][CH2:10][CH2:9][C@H:8]1[C@H:12]([O:48][CH3:49])[C@@H:13]([CH3:47])[C:14](=[O:46])[NH:15][C@@H:16]([CH2:39][C:40]1[CH:45]=[CH:44][CH:43]=[CH:42][CH:41]=1)[C:17](=[O:38])[NH:18][S:19]([C:22]1[CH:27]=[CH:26][C:25]([C:28]2([NH:31][C:32](=[O:37])[C:33]([F:36])([F:35])[F:34])[CH2:30][CH2:29]2)=[CH:24][CH:23]=1)(=[O:21])=[O:20])=[O:6].[CH3:71][N:72]([CH3:80])[C@H:73](C(O)=O)[CH:74]([CH3:76])[CH3:75]. (4) Given the product [Br:1][C:2]1[CH:26]=[CH:25][C:5]([O:6][C:7]2[CH:12]=[CH:11][C:10]([CH:13]3[C:18]4=[N:19][S:20](=[O:24])(=[O:23])[CH2:21][CH2:22][N:17]4[CH2:16][CH2:15][CH2:14]3)=[CH:9][CH:8]=2)=[CH:4][C:3]=1[C:27]([F:30])([F:29])[F:28], predict the reactants needed to synthesize it. The reactants are: [Br:1][C:2]1[CH:26]=[CH:25][C:5]([O:6][C:7]2[CH:12]=[CH:11][C:10]([C:13]3[C:18]4=[N:19][S:20](=[O:24])(=[O:23])[CH2:21][CH2:22][N:17]4[CH:16]=[CH:15][CH:14]=3)=[CH:9][CH:8]=2)=[CH:4][C:3]=1[C:27]([F:30])([F:29])[F:28]. (5) Given the product [NH2:1][C:2]1[N:7]=[C:6]([C:8]2[CH:9]=[CH:10][C:11]([O:14][CH2:29][CH2:28][N:27]([CH3:31])[CH3:26])=[CH:12][CH:13]=2)[C:5]([C:15]2[CH:16]=[CH:17][C:18](=[O:24])[N:19]([CH:21]([CH3:22])[CH3:23])[N:20]=2)=[CH:4][N:3]=1, predict the reactants needed to synthesize it. The reactants are: [NH2:1][C:2]1[N:7]=[C:6]([C:8]2[CH:13]=[CH:12][C:11]([OH:14])=[CH:10][CH:9]=2)[C:5]([C:15]2[CH:16]=[CH:17][C:18](=[O:24])[N:19]([CH:21]([CH3:23])[CH3:22])[N:20]=2)=[CH:4][N:3]=1.Cl.[CH3:26][N:27]([CH3:31])[CH2:28][CH2:29]Cl.CC(C)([O-])C.[K+].O. (6) The reactants are: [Cl:1][C:2]1[CH:3]=[N:4][N:5]([CH3:27])[C:6]=1[C:7]1[CH:8]=[C:9]([NH:14][C:15](=[O:26])[C:16]2[CH:21]=[CH:20][CH:19]=[C:18]([C:22]([F:25])([F:24])[F:23])[CH:17]=2)[CH:10]=[CH:11][C:12]=1[OH:13].C(=O)([O-])[O-].[K+].[K+].Br[CH2:35][C:36]([NH2:38])=[O:37]. Given the product [C:36]([CH2:35][O:13][C:12]1[CH:11]=[CH:10][C:9]([NH:14][C:15](=[O:26])[C:16]2[CH:21]=[CH:20][CH:19]=[C:18]([C:22]([F:23])([F:24])[F:25])[CH:17]=2)=[CH:8][C:7]=1[C:6]1[N:5]([CH3:27])[N:4]=[CH:3][C:2]=1[Cl:1])(=[O:37])[NH2:38], predict the reactants needed to synthesize it. (7) Given the product [Br:1][C:2]1[CH:3]=[C:4]([NH:9][S:20]([CH3:19])(=[O:22])=[O:21])[C:5]([Cl:8])=[N:6][CH:7]=1, predict the reactants needed to synthesize it. The reactants are: [Br:1][C:2]1[CH:3]=[C:4]([NH2:9])[C:5]([Cl:8])=[N:6][CH:7]=1.C(N(C(C)C)CC)(C)C.[CH3:19][S:20](Cl)(=[O:22])=[O:21].C(=O)([O-])[O-].[K+].[K+].C(O)(=O)CC(CC(O)=O)(C(O)=O)O.